From a dataset of Reaction yield outcomes from USPTO patents with 853,638 reactions. Predict the reaction yield, written as a fraction of the theoretical maximum amount of product (1.0 means a 100% yield; for example, 0.34 means a 34% yield). (1) The reactants are [Cl:1][C:2]1[C:7]([NH:8][C:9]2[CH:17]=[C:16]3[C:12]([C:13]([CH:31]=O)=[CH:14][N:15]3[S:18]([C:21]3[CH:26]=[CH:25][CH:24]=[C:23]([C:27]([F:30])([F:29])[F:28])[CH:22]=3)(=[O:20])=[O:19])=[CH:11][CH:10]=2)=[CH:6][CH:5]=[C:4]([O:33][CH3:34])[N:3]=1.C([BH3-])#N.[Na+].[CH2:39]([NH2:41])[CH3:40].CO.C(=O)(O)[O-].[Na+]. The catalyst is CO. The product is [Cl:1][C:2]1[C:7]([NH:8][C:9]2[CH:17]=[C:16]3[C:12]([C:13]([CH2:31][NH:41][CH2:39][CH3:40])=[CH:14][N:15]3[S:18]([C:21]3[CH:26]=[CH:25][CH:24]=[C:23]([C:27]([F:30])([F:28])[F:29])[CH:22]=3)(=[O:19])=[O:20])=[CH:11][CH:10]=2)=[CH:6][CH:5]=[C:4]([O:33][CH3:34])[N:3]=1. The yield is 0.435. (2) The yield is 0.110. The catalyst is C(O)C.O1CCCC1. The product is [CH3:1][C@@H:2]1[CH2:6][CH2:5][CH2:4][N:3]1[CH2:7][CH2:8][C:9]1[O:10][C:11]2[CH:17]=[CH:16][C:15]([C:18]3[CH:19]=[C:20]([CH:24]([OH:26])[CH3:25])[CH:21]=[CH:22][CH:23]=3)=[CH:14][C:12]=2[CH:13]=1. The reactants are [CH3:1][C@@H:2]1[CH2:6][CH2:5][CH2:4][N:3]1[CH2:7][CH2:8][C:9]1[O:10][C:11]2[CH:17]=[CH:16][C:15]([C:18]3[CH:19]=[C:20]([C:24](=[O:26])[CH3:25])[CH:21]=[CH:22][CH:23]=3)=[CH:14][C:12]=2[CH:13]=1.[BH4-].[Na+]. (3) The reactants are [CH2:1]([Si:5]([C:18]1([CH2:24][CH:25]([CH3:27])[CH3:26])SCCCS1)([C:12]1[CH:17]=[CH:16][CH:15]=[CH:14][CH:13]=1)[C:6]1[CH:11]=[CH:10][CH:9]=[CH:8][CH:7]=1)[CH2:2][CH:3]=[CH2:4].[OH2:28]. The catalyst is CC#N.Cl[Hg]Cl. The product is [CH2:1]([Si:5]([C:12]1[CH:17]=[CH:16][CH:15]=[CH:14][CH:13]=1)([C:6]1[CH:11]=[CH:10][CH:9]=[CH:8][CH:7]=1)[C:18](=[O:28])[CH2:24][CH:25]([CH3:27])[CH3:26])[CH2:2][CH:3]=[CH2:4]. The yield is 0.880. (4) The reactants are F[C:2]1[CH:31]=[C:30]([F:32])[CH:29]=[CH:28][C:3]=1[CH2:4][N:5]1[C:10](=[O:11])[CH:9]=[CH:8][C:7]([CH2:12][C:13]2[C:21]3[C:16](=[CH:17][CH:18]=[CH:19][CH:20]=3)[N:15]([CH2:22][C:23]([O:25][CH3:26])=[O:24])[C:14]=2[CH3:27])=[CH:6]1.CC1N(CC(OC)=O)C2C(C=1CC1C=CC(=O)NC=1)=CC=CC=2.C(=O)([O-])[O-].[K+].[K+].[F:62]C1C=C(C=CC=1F)CBr. No catalyst specified. The product is [F:62][C:31]1[CH:2]=[C:3]([CH:28]=[CH:29][C:30]=1[F:32])[CH2:4][N:5]1[C:10](=[O:11])[CH:9]=[CH:8][C:7]([CH2:12][C:13]2[C:21]3[C:16](=[CH:17][CH:18]=[CH:19][CH:20]=3)[N:15]([CH2:22][C:23]([O:25][CH3:26])=[O:24])[C:14]=2[CH3:27])=[CH:6]1. The yield is 0.720. (5) The reactants are [CH2:1]([C@@H:4]1[CH2:8][O:7][CH2:6][C@H:5]1[OH:9])[CH:2]=[CH2:3].C1C=C[NH+]=CC=1.[O-][Cr](Cl)(=O)=O. The catalyst is ClCCl. The product is [CH2:1]([CH:4]1[CH2:8][O:7][CH2:6][C:5]1=[O:9])[CH:2]=[CH2:3]. The yield is 0.580.